This data is from Forward reaction prediction with 1.9M reactions from USPTO patents (1976-2016). The task is: Predict the product of the given reaction. (1) Given the reactants [F:1][C:2]([F:13])([F:12])[C:3]1[CH:4]=[C:5]([CH2:9][C:10]#[N:11])[CH:6]=[CH:7][CH:8]=1.Br[CH2:15][CH2:16][CH2:17][CH2:18]Br.FC(F)(F)C1C=CC(C2(C#N)CCCC2)=CC=1, predict the reaction product. The product is: [F:1][C:2]([F:12])([F:13])[C:3]1[CH:4]=[C:5]([C:9]2([C:10]#[N:11])[CH2:18][CH2:17][CH2:16][CH2:15]2)[CH:6]=[CH:7][CH:8]=1. (2) Given the reactants [CH:1]1[C:11]2[CH2:10][C:9]3([CH2:15][CH2:14][CH:13]([N:16]4[CH2:20][CH2:19][CH:18]([C:21]([O:23]C)=[O:22])[CH2:17]4)[CH2:12]3)[C:8]3[CH:25]=[CH:26][CH:27]=[CH:28][C:7]=3[CH2:6][C:5]=2[CH:4]=[CH:3][CH:2]=1.[OH-].[K+], predict the reaction product. The product is: [CH:1]1[C:11]2[CH2:10][C:9]3([CH2:15][CH2:14][CH:13]([N:16]4[CH2:20][CH2:19][CH:18]([C:21]([OH:23])=[O:22])[CH2:17]4)[CH2:12]3)[C:8]3[CH:25]=[CH:26][CH:27]=[CH:28][C:7]=3[CH2:6][C:5]=2[CH:4]=[CH:3][CH:2]=1. (3) Given the reactants [CH3:1][O:2][CH:3]([CH:37]1[CH2:42][CH2:41][NH:40][CH2:39][CH2:38]1)[C:4]1[CH:32]=[CH:31][C:30]([C:33]([F:36])([F:35])[F:34])=[CH:29][C:5]=1[CH2:6][N:7]([CH2:14][C:15]1[CH:20]=[C:19]([C:21]([F:24])([F:23])[F:22])[CH:18]=[C:17]([C:25]([F:28])([F:27])[F:26])[CH:16]=1)[C:8]1[N:9]=[N:10][N:11]([CH3:13])[N:12]=1.CC[N:45]([CH:49](C)C)C(C)C.C(Cl)(Cl)=[O:53].C1(C)C=CC=CC=1.N, predict the reaction product. The product is: [F:26][C:25]([F:28])([F:27])[C:17]1[CH:16]=[C:15]([CH:20]=[C:19]([C:21]([F:24])([F:23])[F:22])[CH:18]=1)[CH2:14][N:7]([CH2:6][C:5]1[CH:29]=[C:30]([C:33]([F:36])([F:35])[F:34])[CH:31]=[CH:32][C:4]=1[CH:3]([O:2][CH3:1])[CH:37]1[CH2:38][CH2:39][N:40]([C:49]([NH2:45])=[O:53])[CH2:41][CH2:42]1)[C:8]1[N:9]=[N:10][N:11]([CH3:13])[N:12]=1. (4) Given the reactants [N:1]1[CH:6]=[CH:5][CH:4]=[CH:3][C:2]=1[CH:7]([C:9]1([C:17]2[CH:18]=[N:19][CH:20]=[C:21]([C:23]([F:26])([F:25])[F:24])[CH:22]=2)[CH2:12][C:11]2(OCC[O:13]2)[CH2:10]1)[OH:8].Cl.[OH-].[Na+], predict the reaction product. The product is: [OH:8][CH:7]([C:2]1[CH:3]=[CH:4][CH:5]=[CH:6][N:1]=1)[C:9]1([C:17]2[CH:18]=[N:19][CH:20]=[C:21]([C:23]([F:26])([F:24])[F:25])[CH:22]=2)[CH2:10][C:11](=[O:13])[CH2:12]1. (5) Given the reactants [Br:1][C:2]1[C:3]([CH3:14])=[CH:4][CH:5]=[C:6]2[C:11]=1[N:10]=[C:9]([Cl:12])[N:8]=[C:7]2N.N(OCCC(C)C)=O, predict the reaction product. The product is: [Br:1][C:2]1[C:3]([CH3:14])=[CH:4][CH:5]=[C:6]2[C:11]=1[N:10]=[C:9]([Cl:12])[N:8]=[CH:7]2.